This data is from Retrosynthesis with 50K atom-mapped reactions and 10 reaction types from USPTO. The task is: Predict the reactants needed to synthesize the given product. (1) Given the product CC(C)(C)OC(=O)N=C(N1CC(CNC(=O)OC(C)(C)C)C1)N(Cc1cnn(C[C@H]2NC(=O)[C@H]2NC(=O)/C(=N\OC2(C(=O)OC(c3ccccc3)c3ccccc3)CC2)c2csc(NC(=O)OC(C)(C)C)n2)n1)C(=O)OC(C)(C)C, predict the reactants needed to synthesize it. The reactants are: CC(C)(C)OC(=O)N=C(N1CC(CNC(=O)OC(C)(C)C)C1)N(Cc1cnn(C[C@H]2NC(=O)[C@H]2N)n1)C(=O)OC(C)(C)C.CC(C)(C)OC(=O)Nc1nc(/C(=N/OC2(C(=O)OC(c3ccccc3)c3ccccc3)CC2)C(=O)O)cs1. (2) Given the product CCC(Oc1ccccc1F)C(=O)O[C@H]1C[C@H](C(C)(C)C)C=C2C=C[C@H](C)[C@](CC[C@@H]3C[C@H](C(C)(C)C)C(O[SiH](C)C)C(=O)O3)(O[SiH](C)C)[C@H]21, predict the reactants needed to synthesize it. The reactants are: CCC(Oc1ccccc1F)C(=O)O.C[C@H]1C=CC2=C[C@@H](C(C)(C)C)C[C@H](O)[C@@H]2[C@@]1(CC[C@@H]1C[C@H](C(C)(C)C)C(O[SiH](C)C)C(=O)O1)O[SiH](C)C.